Dataset: Forward reaction prediction with 1.9M reactions from USPTO patents (1976-2016). Task: Predict the product of the given reaction. (1) Given the reactants Br[CH2:2][CH2:3][CH2:4][CH2:5][CH2:6][CH2:7][N:8]1[C:16](=[O:17])[C:15]2[C:10](=[CH:11][CH:12]=[CH:13][CH:14]=2)[C:9]1=[O:18].[CH3:19][O:20][C:21]1[CH:22]=[C:23]([C:29]2[C@@H:38]3[C@@H:33]([CH2:34][CH:35]=[CH:36][CH2:37]3)[C:32](=[O:39])[N:31]([CH:40]3[CH2:45][CH2:44][NH:43][CH2:42][CH2:41]3)[N:30]=2)[CH:24]=[CH:25][C:26]=1[O:27][CH3:28].C(=O)([O-])[O-].[K+].[K+], predict the reaction product. The product is: [CH3:19][O:20][C:21]1[CH:22]=[C:23]([C:29]2[C@@H:38]3[C@@H:33]([CH2:34][CH:35]=[CH:36][CH2:37]3)[C:32](=[O:39])[N:31]([CH:40]3[CH2:45][CH2:44][N:43]([CH2:2][CH2:3][CH2:4][CH2:5][CH2:6][CH2:7][N:8]4[C:16](=[O:17])[C:15]5[C:10](=[CH:11][CH:12]=[CH:13][CH:14]=5)[C:9]4=[O:18])[CH2:42][CH2:41]3)[N:30]=2)[CH:24]=[CH:25][C:26]=1[O:27][CH3:28]. (2) Given the reactants [CH2:1]([O:3][C:4](=[O:12])[C:5]1[CH:10]=[CH:9][CH:8]=[C:7]([OH:11])[CH:6]=1)[CH3:2].[H-].[Na+].Br[CH2:16][CH2:17][CH2:18][O:19][CH3:20], predict the reaction product. The product is: [CH2:1]([O:3][C:4](=[O:12])[C:5]1[CH:10]=[CH:9][CH:8]=[C:7]([O:11][CH2:16][CH2:17][CH2:18][O:19][CH3:20])[CH:6]=1)[CH3:2]. (3) Given the reactants Br[C:2]1[CH:3]=[C:4]2[C:9](=[CH:10][CH:11]=1)[C:8](=[O:12])[NH:7][N:6]=[C:5]2[Cl:13].FC(F)(F)O[C:17]1[CH:24]=[CH:23][C:20]([CH2:21][NH2:22])=[CH:19][CH:18]=1.C1C=CC(P(C2C(C3C(P(C4C=CC=CC=4)C4C=CC=CC=4)=CC=C4C=3C=CC=C4)=C3C(C=CC=C3)=CC=2)C2C=CC=CC=2)=CC=1.[CH3:73][C:74]([O-:77])([CH3:76])[CH3:75].[Na+], predict the reaction product. The product is: [C:74]([O:77][C:17]1[CH:24]=[CH:23][C:20]([CH2:21][NH:22][C:2]2[CH:3]=[C:4]3[C:9](=[CH:10][CH:11]=2)[C:8](=[O:12])[NH:7][N:6]=[C:5]3[Cl:13])=[CH:19][CH:18]=1)([CH3:76])([CH3:75])[CH3:73]. (4) The product is: [OH:29][C:25]([C:23]1[O:24][C:20]([CH3:19])=[N:21][N:22]=1)([CH3:26])[C:27]#[C:28][C:2]1[CH:3]=[CH:4][C:5]2[O:11][CH2:10][CH2:9][N:8]3[CH:12]=[C:13]([C:15]([NH2:17])=[O:16])[N:14]=[C:7]3[C:6]=2[CH:18]=1. Given the reactants Br[C:2]1[CH:3]=[CH:4][C:5]2[O:11][CH2:10][CH2:9][N:8]3[CH:12]=[C:13]([C:15]([NH2:17])=[O:16])[N:14]=[C:7]3[C:6]=2[CH:18]=1.[CH3:19][C:20]1[O:24][C:23]([C:25]([OH:29])([C:27]#[CH:28])[CH3:26])=[N:22][N:21]=1, predict the reaction product. (5) Given the reactants [CH3:1][N:2]([CH3:8])[C:3](=[O:7])[C@H:4]([CH3:6])[NH2:5].C(N(CC)CC)C.S=[C:17]1[CH2:21][S:20][C:19](=[O:22])[NH:18]1, predict the reaction product. The product is: [CH3:1][N:2]([CH3:8])[C:3](=[O:7])[C@H:4]([CH3:6])[NH:5][C:17]1[CH2:21][S:20][C:19](=[O:22])[N:18]=1. (6) Given the reactants [Cl:1][C:2]1[CH:7]=[C:6]([F:8])[CH:5]=[CH:4][C:3]=1I.C([Mg]Cl)(C)C.[CH2:15]1[O:25][C:18]2([CH2:23][CH2:22][C:21](=[O:24])[CH2:20][CH2:19]2)[O:17][CH2:16]1.O, predict the reaction product. The product is: [Cl:1][C:2]1[CH:7]=[C:6]([F:8])[CH:5]=[CH:4][C:3]=1[C:21]1([OH:24])[CH2:22][CH2:23][C:18]2([O:25][CH2:15][CH2:16][O:17]2)[CH2:19][CH2:20]1. (7) Given the reactants [F:1][C:2]1[C:3]([O:25][CH2:26][CH2:27][CH2:28][O:29][CH3:30])=[CH:4][C:5]2[CH2:14][CH:13]([CH:15]([CH3:17])[CH3:16])[N:12]3[C:7](=[CH:8][C:9](=[O:23])[C:10]([C:18]([O:20]CC)=[O:19])=[CH:11]3)[C:6]=2[CH:24]=1.[Li+].[OH-].Cl, predict the reaction product. The product is: [F:1][C:2]1[C:3]([O:25][CH2:26][CH2:27][CH2:28][O:29][CH3:30])=[CH:4][C:5]2[CH2:14][CH:13]([CH:15]([CH3:17])[CH3:16])[N:12]3[C:7](=[CH:8][C:9](=[O:23])[C:10]([C:18]([OH:20])=[O:19])=[CH:11]3)[C:6]=2[CH:24]=1. (8) Given the reactants [N:1]1([C:6]2[N:11]=[C:10]([C:12](OC)=[O:13])[CH:9]=[CH:8][CH:7]=2)[CH:5]=[CH:4][CH:3]=[N:2]1.[BH4-].[Na+], predict the reaction product. The product is: [N:1]1([C:6]2[N:11]=[C:10]([CH2:12][OH:13])[CH:9]=[CH:8][CH:7]=2)[CH:5]=[CH:4][CH:3]=[N:2]1. (9) The product is: [CH3:5][O:4][N:3]([CH3:2])[C:11](=[O:12])[C:10]1[CH:14]=[CH:15][CH:16]=[C:8]([C:7]([F:18])([F:17])[F:6])[CH:9]=1. Given the reactants Cl.[CH3:2][NH:3][O:4][CH3:5].[F:6][C:7]([F:18])([F:17])[C:8]1[CH:9]=[C:10]([CH:14]=[CH:15][CH:16]=1)[C:11](Cl)=[O:12].C(N(CC)CC)C, predict the reaction product. (10) The product is: [CH:30]1([CH:10]([N:11]2[C:15]3[CH:16]=[CH:17][C:18]([F:20])=[CH:19][C:14]=3[N:13]=[C:12]2[C@H:21]([O:28][CH3:29])[C:22]2[CH:27]=[CH:26][CH:25]=[CH:24][CH:23]=2)[C:9]([OH:38])=[O:36])[CH2:35][CH2:34][CH2:33][CH2:32][CH2:31]1. Given the reactants C(N[C:9](=[O:36])[CH:10]([CH:30]1[CH2:35][CH2:34][CH2:33][CH2:32][CH2:31]1)[N:11]1[C:15]2[CH:16]=[CH:17][C:18]([F:20])=[CH:19][C:14]=2[N:13]=[C:12]1[C@H:21]([O:28][CH3:29])[C:22]1[CH:27]=[CH:26][CH:25]=[CH:24][CH:23]=1)C1C=CC=CC=1.N([O-])=[O:38].[Na+].[Li+].[OH-].OO, predict the reaction product.